The task is: Binary Classification. Given a T-cell receptor sequence (or CDR3 region) and an epitope sequence, predict whether binding occurs between them.. This data is from TCR-epitope binding with 47,182 pairs between 192 epitopes and 23,139 TCRs. (1) The epitope is KTSVDCTMYI. The TCR CDR3 sequence is CASSFGQGASHEQYF. Result: 1 (the TCR binds to the epitope). (2) The epitope is FIAGLIAIV. The TCR CDR3 sequence is CASSFPSGLAKNIQYF. Result: 0 (the TCR does not bind to the epitope).